The task is: Predict which catalyst facilitates the given reaction.. This data is from Catalyst prediction with 721,799 reactions and 888 catalyst types from USPTO. (1) Reactant: C(OC([N:8]1[C:16]2[C:11](=[CH:12][CH:13]=[C:14]([Cl:17])[CH:15]=2)/[C:10](=[CH:18]/[C:19]2[CH:24]=[CH:23][CH:22]=[C:21]([Cl:25])[CH:20]=2)/[C:9]1=[O:26])=O)(C)(C)C.[Br:27][C:28]1[CH:29]=[CH:30][C:31]([O:43][CH:44]2[CH2:48][CH2:47][N:46]([C:49]([O:51][C:52]([CH3:55])([CH3:54])[CH3:53])=[O:50])[CH2:45]2)=[C:32]([CH:34]=[N:35][C:36]([O:38][Si](C)(C)C)=[CH2:37])[CH:33]=1. Product: [Br:27][C:28]1[CH:29]=[CH:30][C:31]([O:43][CH:44]2[CH2:48][CH2:47][N:46]([C:49]([O:51][C:52]([CH3:55])([CH3:54])[CH3:53])=[O:50])[CH2:45]2)=[C:32]([CH:34]2[C:10]3([C:11]4[C:16](=[CH:15][C:14]([Cl:17])=[CH:13][CH:12]=4)[NH:8][C:9]3=[O:26])[CH:18]([C:19]3[CH:24]=[CH:23][CH:22]=[C:21]([Cl:25])[CH:20]=3)[CH2:37][C:36](=[O:38])[NH:35]2)[CH:33]=1. The catalyst class is: 11. (2) Reactant: [F:1][C:2]1[CH:7]=[CH:6][C:5]([CH:8]2[C:16](=[O:17])[N:11]3[CH2:12][CH:13]=[CH:14][CH2:15][N:10]3[CH:9]2[C:18]2[CH:23]=[CH:22][N:21]=[C:20](S(C)(=O)=O)[N:19]=2)=[CH:4][CH:3]=1.[CH3:28][C@H:29]([NH2:36])[C:30]1[CH:35]=[CH:34][CH:33]=[CH:32][CH:31]=1. Product: [F:1][C:2]1[CH:7]=[CH:6][C:5]([C:8]2[C:16](=[O:17])[N:11]3[CH2:12][CH:13]=[CH:14][CH2:15][N:10]3[C:9]=2[C:18]2[CH:23]=[CH:22][N:21]=[C:20]([NH:36][C@H:29]([C:30]3[CH:35]=[CH:34][CH:33]=[CH:32][CH:31]=3)[CH3:28])[N:19]=2)=[CH:4][CH:3]=1. The catalyst class is: 11. (3) Reactant: [NH:1]1[C:9]2[C:4](=[CH:5][CH:6]=[CH:7][C:8]=2[C:10]([OH:12])=O)[CH:3]=[CH:2]1.CN(C(ON1N=NC2C=CC=CC1=2)=[N+](C)C)C.[B-](F)(F)(F)F.C(N(CC)C(C)C)(C)C.[C:44]([C:48]1[CH:65]=[CH:64][C:51]([CH2:52][NH:53][CH2:54][CH2:55][C:56]2[C:61]([Cl:62])=[CH:60][CH:59]=[CH:58][C:57]=2[Cl:63])=[CH:50][CH:49]=1)([CH3:47])([CH3:46])[CH3:45]. Product: [C:44]([C:48]1[CH:65]=[CH:64][C:51]([CH2:52][N:53]([CH2:54][CH2:55][C:56]2[C:57]([Cl:63])=[CH:58][CH:59]=[CH:60][C:61]=2[Cl:62])[C:10]([C:8]2[CH:7]=[CH:6][CH:5]=[C:4]3[C:9]=2[NH:1][CH:2]=[CH:3]3)=[O:12])=[CH:50][CH:49]=1)([CH3:47])([CH3:45])[CH3:46]. The catalyst class is: 18. (4) Reactant: [C:1]([O:5][C:6]([N:8]([CH2:29][O:30][CH2:31][CH2:32][Si:33]([CH3:36])([CH3:35])[CH3:34])[C:9]1[S:10][C:11]([C:24]([O:26][CH2:27][CH3:28])=[O:25])=[CH:12][C@:13]([C:16]2[CH:21]=[CH:20][CH:19]=[C:18]([F:22])[C:17]=2[F:23])([CH3:15])[N:14]=1)=[O:7])([CH3:4])([CH3:3])[CH3:2].[CH2:37]1COCC1. Product: [C:1]([O:5][C:6]([N:8]([CH2:29][O:30][CH2:31][CH2:32][Si:33]([CH3:36])([CH3:35])[CH3:34])[C:9]1[S:10][C@:11]2([C:24]([O:26][CH2:27][CH3:28])=[O:25])[C@H:12]([C@:13]([C:16]3[CH:21]=[CH:20][CH:19]=[C:18]([F:22])[C:17]=3[F:23])([CH3:15])[N:14]=1)[CH2:37]2)=[O:7])([CH3:4])([CH3:3])[CH3:2]. The catalyst class is: 16. (5) Reactant: C(NC(C)C)(C)C.C([Li])CCC.CCCCCC.[Li+].CC([N-]C(C)C)C.C1C[O:30][CH2:29]C1.[Br:32][C:33]1[CH:38]=[CH:37][C:36]([O:39][CH3:40])=[C:35]([F:41])[CH:34]=1.CN(C=O)C.[Cl-].[NH4+]. Product: [Br:32][C:33]1[C:34]([CH:29]=[O:30])=[C:35]([F:41])[C:36]([O:39][CH3:40])=[CH:37][CH:38]=1. The catalyst class is: 1.